Dataset: Full USPTO retrosynthesis dataset with 1.9M reactions from patents (1976-2016). Task: Predict the reactants needed to synthesize the given product. (1) Given the product [C:1]1([Li:17])[C:10]([F:11])=[C:8]([F:9])[C:6]([F:7])=[C:4]([F:5])[C:2]=1[F:3], predict the reactants needed to synthesize it. The reactants are: [C:1]1(Br)[C:10]([F:11])=[C:8]([F:9])[C:6]([F:7])=[C:4]([F:5])[C:2]=1[F:3].C([Li:17])CCC. (2) Given the product [CH2:37]([O:30][C:29](=[O:31])[C:28]1[CH:27]=[CH:26][C:25]([NH:24][C:22]([C:19]2[CH:20]=[C:21]3[C:16]([CH2:15][CH2:14][CH2:13][N:12]3[S:9]([C:5]3[CH:6]=[CH:7][CH:8]=[C:3]([C:2]([F:1])([F:34])[F:35])[CH:4]=3)(=[O:10])=[O:11])=[CH:17][CH:18]=2)=[O:23])=[CH:33][CH:32]=1)[CH3:38], predict the reactants needed to synthesize it. The reactants are: [F:1][C:2]([F:35])([F:34])[C:3]1[CH:4]=[C:5]([S:9]([N:12]2[C:21]3[C:16](=[CH:17][CH:18]=[C:19]([C:22]([NH:24][C:25]4[CH:33]=[CH:32][C:28]([C:29]([OH:31])=[O:30])=[CH:27][CH:26]=4)=[O:23])[CH:20]=3)[CH2:15][CH2:14][CH2:13]2)(=[O:11])=[O:10])[CH:6]=[CH:7][CH:8]=1.F[C:37](F)(F)[C:38]1C=C(S(Cl)(=O)=O)C=CC=1. (3) Given the product [F:13][C:3]1[C:2](=[O:1])[NH:7][CH:6]=[C:5]([C:8]([O:10][CH3:11])=[O:9])[CH:4]=1, predict the reactants needed to synthesize it. The reactants are: [O:1]=[C:2]1[NH:7][CH:6]=[C:5]([C:8]([O:10][CH3:11])=[O:9])[CH:4]=[CH:3]1.[B-](F)(F)(F)[F:13].[B-](F)(F)(F)F.C1[N+]2(CCl)CC[N+](F)(CC2)C1.O. (4) Given the product [F:1][C:2]1[CH:3]=[CH:4][C:5]([CH2:6][N:7]2[CH2:16][CH2:15][C:14]3[C:13]([N:17]([CH3:27])[S:18]([CH3:21])(=[O:20])=[O:19])=[N:12][CH:11]=[C:10]([O:22][CH3:23])[C:9]=3[C:8]2=[O:24])=[CH:25][CH:26]=1, predict the reactants needed to synthesize it. The reactants are: [F:1][C:2]1[CH:26]=[CH:25][C:5]([CH2:6][N:7]2[CH2:16][CH2:15][C:14]3[C:13]([NH:17][S:18]([CH3:21])(=[O:20])=[O:19])=[N:12][CH:11]=[C:10]([O:22][CH3:23])[C:9]=3[C:8]2=[O:24])=[CH:4][CH:3]=1.[C:27]([O-])([O-])=O.[Cs+].[Cs+].CI. (5) Given the product [C:11]([C:2]1[CH:3]=[CH:4][C:5]2[C:10](=[CH:9][CH:8]=[CH:7][CH:6]=2)[CH:1]=1)(=[O:12])[NH2:14], predict the reactants needed to synthesize it. The reactants are: [CH:1]1[C:10]2[C:5](=[CH:6][CH:7]=[CH:8][CH:9]=2)[CH:4]=[CH:3][C:2]=1[C:11](Cl)=[O:12].[NH3:14]. (6) Given the product [Cl:1][C:2]1[CH:7]=[CH:6][C:5]([S:8]([N:17]([CH3:18])[CH3:16])(=[O:10])=[O:9])=[CH:4][C:3]=1[N+:12]([O-:14])=[O:13], predict the reactants needed to synthesize it. The reactants are: [Cl:1][C:2]1[CH:7]=[CH:6][C:5]([S:8](Cl)(=[O:10])=[O:9])=[CH:4][C:3]=1[N+:12]([O-:14])=[O:13].Cl.[CH3:16][NH:17][CH3:18].C(N(CC)CC)C.